This data is from Forward reaction prediction with 1.9M reactions from USPTO patents (1976-2016). The task is: Predict the product of the given reaction. (1) The product is: [O:1]1[CH:5]=[CH:4][CH:3]=[C:2]1[C:6]1[N:7]=[C:8]([NH:17][C:18]([C:20]2[CH:21]=[CH:22][N:23]=[CH:24][CH:25]=2)=[O:19])[S:9][C:10]=1[C:11](=[O:16])[CH2:26][CH3:27]. Given the reactants [O:1]1[CH:5]=[CH:4][CH:3]=[C:2]1[C:6]1[N:7]=[C:8]([NH:17][C:18]([C:20]2[CH:25]=[CH:24][N:23]=[CH:22][CH:21]=2)=[O:19])[S:9][C:10]=1[C:11](=[O:16])N(OC)C.[CH2:26]([Mg]Br)[CH3:27].[Cl-].[NH4+], predict the reaction product. (2) Given the reactants [CH3:1][C:2]1[N:12]=[C:11]2[N:6]([CH2:7][CH2:8][CH2:9][CH2:10]2)[C:4](=[O:5])[C:3]=1[CH2:13][CH2:14][N:15]1[CH2:20][CH2:19][CH:18]([C:21]2[C:22]3[CH:23]=[CH:24][C:25]([F:30])=[CH:26][C:27]=3[O:28][N:29]=2)[CH2:17][CH2:16]1.[C:31]([OH:42])(=[O:41])[CH2:32][CH2:33][CH2:34][CH2:35][CH2:36][CH2:37][CH2:38][CH2:39][CH3:40], predict the reaction product. The product is: [CH3:1][C:2]1[N:12]=[C:11]2[N:6]([CH2:7][CH2:8][CH2:9][CH2:10]2)[C:4](=[O:5])[C:3]=1[CH2:13][CH2:14][N:15]1[CH2:20][CH2:19][CH:18]([C:21]2[C:22]3[CH:23]=[CH:24][C:25]([F:30])=[CH:26][C:27]=3[O:28][N:29]=2)[CH2:17][CH2:16]1.[C:31]([O-:42])(=[O:41])[CH2:32][CH2:33][CH2:34][CH2:35][CH2:36][CH2:37][CH2:38][CH2:39][CH3:40]. (3) Given the reactants [C:1]([C:9]1[CH:10]=[CH:11][C:12](=[O:18])[NH:13][C:14]=1OCC)(=[O:8])[C:2]1[CH:7]=[CH:6][CH:5]=[CH:4][CH:3]=1.[CH:19]1([CH2:25][NH2:26])[CH2:24][CH2:23][CH2:22][CH2:21][CH2:20]1, predict the reaction product. The product is: [C:1]([C:9]1[CH:10]=[CH:11][C:12](=[O:18])[NH:13][C:14]=1[NH:26][CH2:25][CH:19]1[CH2:24][CH2:23][CH2:22][CH2:21][CH2:20]1)(=[O:8])[C:2]1[CH:3]=[CH:4][CH:5]=[CH:6][CH:7]=1. (4) Given the reactants [Mg+2].[Cl-].[Cl-].[Cl-].[K+].C=C(OP(O)(O)=O)C(O)=O.P(OC[C@H]1O[C@@H](N2C3N=CN=C(N)C=3N=C2)[C@H](O)[C@@H]1O)(OP(OP(O)(O)=O)(O)=O)(=O)O.C([O-])(=O)C(C)=O.[O:53]=[C:54]1[O:60][C@H:59]([C@H:61]([CH2:63][OH:64])[OH:62])[C:57]([OH:58])=[C:55]1[OH:56], predict the reaction product. The product is: [O:53]=[CH:54][C@@H:55]([C@H:57]([C@@H:59]([C@@H:61]([CH2:63][OH:64])[OH:62])[OH:60])[OH:58])[OH:56]. (5) Given the reactants [CH3:1][N:2]1[CH:6]=[C:5]([C:7]2[CH:8]=[C:9]3[CH:15]=[CH:14][NH:13][C:10]3=[N:11][CH:12]=2)[CH:4]=[N:3]1.[Cl:16][C:17]1[C:24]([O:25][CH2:26][C:27]([F:30])([F:29])[F:28])=[CH:23][CH:22]=[C:21]([Cl:31])[C:18]=1[CH:19]=[O:20].[OH-].[K+].O, predict the reaction product. The product is: [Cl:16][C:17]1[C:24]([O:25][CH2:26][C:27]([F:29])([F:30])[F:28])=[CH:23][CH:22]=[C:21]([Cl:31])[C:18]=1[CH:19]([C:15]1[C:9]2[C:10](=[N:11][CH:12]=[C:7]([C:5]3[CH:4]=[N:3][N:2]([CH3:1])[CH:6]=3)[CH:8]=2)[NH:13][CH:14]=1)[OH:20]. (6) Given the reactants [C:1]1(=[O:7])[CH2:6][CH2:5][CH2:4][CH2:3][CH2:2]1.[CH2:8](O)[CH:9]=[CH2:10].COC(OC)(C)C, predict the reaction product. The product is: [CH2:10]([CH:2]1[CH2:3][CH2:4][CH2:5][CH2:6][C:1]1=[O:7])[CH:9]=[CH2:8].